From a dataset of Serine/threonine kinase 33 screen with 319,792 compounds. Binary Classification. Given a drug SMILES string, predict its activity (active/inactive) in a high-throughput screening assay against a specified biological target. The molecule is S(=O)(=O)(N1CC(CCC1)C(=O)NCc1cccnc1)c1cc(OC)c(OC)cc1. The result is 0 (inactive).